Dataset: Catalyst prediction with 721,799 reactions and 888 catalyst types from USPTO. Task: Predict which catalyst facilitates the given reaction. Reactant: [F:1][C:2]1[CH:3]=[C:4]([CH:7]=[CH:8][C:9]=1[C:10]#[C:11][CH2:12][CH2:13][CH2:14][CH2:15][C:16]1[CH:21]=[CH:20][CH:19]=[CH:18][CH:17]=1)[CH:5]=O.[NH2:22][CH2:23][CH2:24][CH2:25][P:26](=[O:29])([OH:28])[OH:27].[OH-].C([N+](CCCC)(CCCC)CCCC)CCC.[BH4-].[Na+]. Product: [F:1][C:2]1[CH:3]=[C:4]([CH:7]=[CH:8][C:9]=1[C:10]#[C:11][CH2:12][CH2:13][CH2:14][CH2:15][C:16]1[CH:21]=[CH:20][CH:19]=[CH:18][CH:17]=1)[CH2:5][NH:22][CH2:23][CH2:24][CH2:25][P:26](=[O:27])([OH:29])[OH:28]. The catalyst class is: 36.